From a dataset of Full USPTO retrosynthesis dataset with 1.9M reactions from patents (1976-2016). Predict the reactants needed to synthesize the given product. (1) Given the product [OH:29][NH:28][C:26](=[O:27])[C@:21]([N:20]([C:18](=[O:19])[C:17]1[CH:38]=[CH:39][C:14]([C:13]#[C:12][C:9]2[CH:8]=[CH:7][C:6](/[CH:5]=[CH:4]/[CH2:3][O:2][CH3:1])=[CH:11][CH:10]=2)=[CH:15][CH:16]=1)[CH3:37])([CH3:36])[C:22]([NH:24][CH3:25])=[O:23], predict the reactants needed to synthesize it. The reactants are: [CH3:1][O:2][CH2:3]/[CH:4]=[CH:5]/[C:6]1[CH:11]=[CH:10][C:9]([C:12]#[C:13][C:14]2[CH:39]=[CH:38][C:17]([C:18]([N:20]([CH3:37])[C@:21]([CH3:36])([C:26]([NH:28][O:29]C3CCCCO3)=[O:27])[C:22]([NH:24][CH3:25])=[O:23])=[O:19])=[CH:16][CH:15]=2)=[CH:8][CH:7]=1.O1CCOCC1.S(=O)(=O)(O)O. (2) Given the product [F:14][C:15]([F:23])([F:22])[C:16]1([C:19]([NH:1][C@H:2]2[CH2:6][CH2:5][N:4]([C:7]([O:9][C:10]([CH3:13])([CH3:12])[CH3:11])=[O:8])[CH2:3]2)=[O:20])[CH2:18][CH2:17]1, predict the reactants needed to synthesize it. The reactants are: [NH2:1][C@H:2]1[CH2:6][CH2:5][N:4]([C:7]([O:9][C:10]([CH3:13])([CH3:12])[CH3:11])=[O:8])[CH2:3]1.[F:14][C:15]([F:23])([F:22])[C:16]1([C:19](O)=[O:20])[CH2:18][CH2:17]1. (3) Given the product [N:19]1[NH:20][C:12](=[O:14])[C:10]2[C:11]3[C:2]=1[NH:3][CH:4]=[N:5][C:6]=3[CH:7]=[CH:8][CH:9]=2, predict the reactants needed to synthesize it. The reactants are: O=[C:2]1[C:11]2[C:10]([C:12]([O:14]C)=O)=[CH:9][CH:8]=[CH:7][C:6]=2[N:5]=[CH:4][NH:3]1.CCO.[NH2:19][NH2:20].